From a dataset of NCI-60 drug combinations with 297,098 pairs across 59 cell lines. Regression. Given two drug SMILES strings and cell line genomic features, predict the synergy score measuring deviation from expected non-interaction effect. Drug 1: CC1=CC2C(CCC3(C2CCC3(C(=O)C)OC(=O)C)C)C4(C1=CC(=O)CC4)C. Drug 2: C1=NC2=C(N=C(N=C2N1C3C(C(C(O3)CO)O)F)Cl)N. Cell line: 786-0. Synergy scores: CSS=11.0, Synergy_ZIP=-2.92, Synergy_Bliss=-7.13, Synergy_Loewe=-52.6, Synergy_HSA=-8.22.